The task is: Regression. Given a peptide amino acid sequence and an MHC pseudo amino acid sequence, predict their binding affinity value. This is MHC class I binding data.. This data is from Peptide-MHC class I binding affinity with 185,985 pairs from IEDB/IMGT. (1) The peptide sequence is ILNRKAIDF. The MHC is HLA-B27:03 with pseudo-sequence HLA-B27:03. The binding affinity (normalized) is 0.0847. (2) The peptide sequence is ETATRAGKQI. The MHC is Mamu-A01 with pseudo-sequence Mamu-A01. The binding affinity (normalized) is 0.434. (3) The peptide sequence is GLIAIVMVTI. The MHC is HLA-A02:06 with pseudo-sequence HLA-A02:06. The binding affinity (normalized) is 0.545. (4) The peptide sequence is PRRRRSQSR. The MHC is Patr-A0301 with pseudo-sequence Patr-A0301. The binding affinity (normalized) is 0.